Dataset: Forward reaction prediction with 1.9M reactions from USPTO patents (1976-2016). Task: Predict the product of the given reaction. (1) Given the reactants [C:1]([O:5][C:6]([NH:8][C@@H:9]([C:16]1[CH:21]=[CH:20][CH:19]=[C:18]([Cl:22])[C:17]=1[F:23])[CH2:10]OS(C)(=O)=O)=[O:7])([CH3:4])([CH3:3])[CH3:2].CCO.CCOC(C)=O.[CH3:33][NH:34][CH3:35], predict the reaction product. The product is: [C:1]([O:5][C:6](=[O:7])[NH:8][C@@H:9]([C:16]1[CH:21]=[CH:20][CH:19]=[C:18]([Cl:22])[C:17]=1[F:23])[CH2:10][N:34]([CH3:35])[CH3:33])([CH3:4])([CH3:3])[CH3:2]. (2) Given the reactants [O:1]1[C:5]2[CH:6]=[CH:7][C:8]([S:10]([N:13]([CH2:45][CH:46]([CH3:48])[CH3:47])[CH2:14][C@@H:15]([OH:44])[C@@H:16]([NH:32][C:33](=[O:43])[O:34][C@@H:35]3[C@H:42]4[C@H:38]([O:39][CH2:40][CH2:41]4)[O:37][CH2:36]3)[CH2:17][C:18]3[CH:23]=[CH:22][C:21]([O:24]CC4C=CC=CC=4)=[CH:20][CH:19]=3)(=[O:12])=[O:11])=[CH:9][C:4]=2[O:3][CH2:2]1, predict the reaction product. The product is: [O:1]1[C:5]2[CH:6]=[CH:7][C:8]([S:10]([N:13]([CH2:45][CH:46]([CH3:48])[CH3:47])[CH2:14][C@@H:15]([OH:44])[C@@H:16]([NH:32][C:33](=[O:43])[O:34][C@@H:35]3[C@H:42]4[C@H:38]([O:39][CH2:40][CH2:41]4)[O:37][CH2:36]3)[CH2:17][C:18]3[CH:23]=[CH:22][C:21]([OH:24])=[CH:20][CH:19]=3)(=[O:12])=[O:11])=[CH:9][C:4]=2[O:3][CH2:2]1. (3) The product is: [CH3:49][C@@H:50]1[CH2:54][CH2:53][CH2:52][N:51]1[CH2:55][C@@H:56]1[CH2:60][CH2:59][CH2:58][N:57]1[C:13]([C:12]1[CH:11]=[CH:10][C:9]([C:6]2[CH:5]=[C:4]([C:1]([NH2:2])=[O:3])[S:8][CH:7]=2)=[CH:17][CH:16]=1)=[O:15]. Given the reactants [C:1]([C:4]1[S:8][CH:7]=[C:6]([C:9]2[CH:17]=[CH:16][C:12]([C:13]([OH:15])=O)=[CH:11][CH:10]=2)[CH:5]=1)(=[O:3])[NH2:2].CCN=C=NCCCN(C)C.Cl.C1C=CC2N(O)N=NC=2C=1.CCN(C(C)C)C(C)C.[CH3:49][C@@H:50]1[CH2:54][CH2:53][CH2:52][N:51]1[CH2:55][C@@H:56]1[CH2:60][CH2:59][CH2:58][NH:57]1, predict the reaction product. (4) Given the reactants [CH3:1][C:2]([CH3:22])([O:4][C:5]([NH:7][C@@H:8]([CH2:13][C:14]#[C:15][C:16]1[CH:21]=[CH:20][N:19]=[CH:18][CH:17]=1)[C:9]([O:11][CH3:12])=[O:10])=[O:6])[CH3:3].[H][H].C(=O)([O-])O.[Na+].Cl[C:31]([O:33][CH2:34][C:35]1[CH:40]=[CH:39][CH:38]=[CH:37][CH:36]=1)=[O:32], predict the reaction product. The product is: [CH3:3][C:2]([CH3:22])([O:4][C:5]([NH:7][C@@H:8]([CH2:13][CH2:14][CH2:15][CH:16]1[CH2:21][CH2:20][N:19]([C:31]([O:33][CH2:34][C:35]2[CH:40]=[CH:39][CH:38]=[CH:37][CH:36]=2)=[O:32])[CH2:18][CH2:17]1)[C:9]([O:11][CH3:12])=[O:10])=[O:6])[CH3:1]. (5) Given the reactants [C:1](N1C=CN=C1)([N:3]1C=CN=C1)=O.[O:13]1[C:17]2[CH:18]=[CH:19][CH:20]=[CH:21][C:16]=2[C:15]([CH2:22][C:23]([N:25]2[CH2:30][CH2:29][CH:28]([C:31]([OH:33])=O)[CH2:27][CH2:26]2)=[O:24])=[CH:14]1.CN, predict the reaction product. The product is: [O:13]1[C:17]2[CH:18]=[CH:19][CH:20]=[CH:21][C:16]=2[C:15]([CH2:22][C:23]([N:25]2[CH2:30][CH2:29][CH:28]([C:31]([NH:3][CH3:1])=[O:33])[CH2:27][CH2:26]2)=[O:24])=[CH:14]1. (6) Given the reactants Cl.Cl.[Br:3][C:4]1[CH:5]=[CH:6][C:7]([NH:13]N)=[C:8]([CH:12]=1)[C:9]([OH:11])=[O:10].O=[C:16]1[CH2:21][CH2:20][CH:19]([C:22]([O:24][CH2:25][CH3:26])=[O:23])[CH2:18][CH2:17]1.CCCCCC.C(OCC)(=O)C, predict the reaction product. The product is: [Br:3][C:4]1[CH:5]=[C:6]2[C:7](=[C:8]([C:9]([OH:11])=[O:10])[CH:12]=1)[NH:13][C:16]1[CH2:21][CH2:20][CH:19]([C:22]([O:24][CH2:25][CH3:26])=[O:23])[CH2:18][C:17]2=1.